Dataset: Catalyst prediction with 721,799 reactions and 888 catalyst types from USPTO. Task: Predict which catalyst facilitates the given reaction. (1) Reactant: [Cl:1][C:2]1[CH:11]=[CH:10][C:9]2[N:8]=[C:7]([N:12]3[CH2:17][CH2:16][N:15](C(OC(C)(C)C)=O)[CH2:14][CH2:13]3)[C:6]3[N:25]=[CH:26][N:27]=[CH:28][C:5]=3[C:4]=2[CH:3]=1.C1COCC1.Cl.C([O-])([O-])=O.[Na+].[Na+]. Product: [Cl:1][C:2]1[CH:11]=[CH:10][C:9]2[N:8]=[C:7]([N:12]3[CH2:17][CH2:16][NH:15][CH2:14][CH2:13]3)[C:6]3[N:25]=[CH:26][N:27]=[CH:28][C:5]=3[C:4]=2[CH:3]=1. The catalyst class is: 6. (2) Reactant: [Br:1][C:2]1[CH:7]=[CH:6][C:5]([CH3:8])=[C:4]([C:9]([F:12])([F:11])[F:10])[CH:3]=1.[Br:13]N1C(=O)CCC1=O.C(OOC(=O)C1C=CC=CC=1)(=O)C1C=CC=CC=1. Product: [Br:1][C:2]1[CH:7]=[CH:6][C:5]([CH2:8][Br:13])=[C:4]([C:9]([F:10])([F:11])[F:12])[CH:3]=1. The catalyst class is: 53. (3) Reactant: [BrH:1].[NH2:2][CH2:3][C:4](=[O:10])[CH2:5][CH2:6][C:7]([OH:9])=[O:8].[CH2:11](O)[C:12]1[CH:17]=[CH:16][CH:15]=[CH:14][CH:13]=1. Product: [BrH:1].[NH2:2][CH2:3][C:4](=[O:10])[CH2:5][CH2:6][C:7]([O:9][CH2:11][C:12]1[CH:17]=[CH:16][CH:15]=[CH:14][CH:13]=1)=[O:8]. The catalyst class is: 201. (4) Reactant: [CH2:1]([O:8][C:9]([C:11]1[CH:12]=[C:13]([CH:22]=[CH:23][C:24]=1[OH:25])[CH:14]=[C:15]1[S:19][C:18](=[O:20])[NH:17][C:16]1=[O:21])=[O:10])[C:2]1[CH:7]=[CH:6][CH:5]=[CH:4][CH:3]=1.Br[CH2:27][C:28]1[CH:37]=[CH:36][C:31]([C:32]([O:34][CH3:35])=[O:33])=[CH:30][CH:29]=1.C(=O)([O-])[O-].[K+].[K+].CN(C)C=O. Product: [CH2:1]([O:8][C:9]([C:11]1[CH:12]=[C:13]([CH:22]=[CH:23][C:24]=1[OH:25])[CH:14]=[C:15]1[S:19][C:18](=[O:20])[N:17]([CH2:27][C:28]2[CH:29]=[CH:30][C:31]([C:32]([O:34][CH3:35])=[O:33])=[CH:36][CH:37]=2)[C:16]1=[O:21])=[O:10])[C:2]1[CH:3]=[CH:4][CH:5]=[CH:6][CH:7]=1. The catalyst class is: 6. (5) Reactant: [CH:1]1([NH:4][C:5]([C:7]2[CH:8]=[C:9]([F:31])[C:10]([CH3:30])=[C:11]([C:13]3[C:14]([C:27]([OH:29])=O)=[CH:15][C:16]([C:19]([NH:21][CH2:22][C:23]([CH3:26])([CH3:25])[CH3:24])=[O:20])=[CH:17][CH:18]=3)[CH:12]=2)=[O:6])[CH2:3][CH2:2]1.CN(C(ON1N=NC2C=CC=CC1=2)=[N+](C)C)C.F[P-](F)(F)(F)(F)F.CCN(CC)CC.[CH:63]1([CH2:69][NH2:70])[CH2:68][CH2:67][CH2:66][CH2:65][CH2:64]1. Product: [CH:63]1([CH2:69][NH:70][C:27]([C:14]2[C:13]([C:11]3[C:10]([CH3:30])=[C:9]([F:31])[CH:8]=[C:7]([C:5]([NH:4][CH:1]4[CH2:2][CH2:3]4)=[O:6])[CH:12]=3)=[CH:18][CH:17]=[C:16]([C:19]([NH:21][CH2:22][C:23]([CH3:25])([CH3:24])[CH3:26])=[O:20])[CH:15]=2)=[O:29])[CH2:68][CH2:67][CH2:66][CH2:65][CH2:64]1. The catalyst class is: 2. (6) Product: [Cl:22][C:17]1[CH:16]=[C:15]([NH:14][C:5]2[C:4]3[C:9](=[CH:10][CH:11]=[C:2]([NH:1][CH2:10][C:11]4[C:2]([C:24]5[S:23][CH:27]=[CH:26][CH:25]=5)=[N:1][NH:37][CH:36]=4)[CH:3]=3)[N:8]=[CH:7][C:6]=2[C:12]#[N:13])[CH:20]=[CH:19][C:18]=1[F:21]. The catalyst class is: 14. Reactant: [NH2:1][C:2]1[CH:3]=[C:4]2[C:9](=[CH:10][CH:11]=1)[N:8]=[CH:7][C:6]([C:12]#[N:13])=[C:5]2[NH:14][C:15]1[CH:20]=[CH:19][C:18]([F:21])=[C:17]([Cl:22])[CH:16]=1.[S:23]1[CH:27]=[CH:26][CH:25]=[C:24]1N1C=C(C=O)C=N1.[BH3-][C:36]#[N:37].[Na+]. (7) Reactant: COC(=O)[CH:4]([C:13]#[N:14])[C:5]1[CH:10]=[C:9]([S:11][CH3:12])[N:8]=[CH:7][N:6]=1.[Na+].[Cl-].O. Product: [CH3:12][S:11][C:9]1[N:8]=[CH:7][N:6]=[C:5]([CH2:4][C:13]#[N:14])[CH:10]=1. The catalyst class is: 16.